Dataset: Peptide-MHC class I binding affinity with 185,985 pairs from IEDB/IMGT. Task: Regression. Given a peptide amino acid sequence and an MHC pseudo amino acid sequence, predict their binding affinity value. This is MHC class I binding data. (1) The peptide sequence is DYDDVVHEV. The MHC is HLA-A02:11 with pseudo-sequence HLA-A02:11. The binding affinity (normalized) is 0.511. (2) The peptide sequence is KSINVEYRF. The MHC is HLA-A02:01 with pseudo-sequence HLA-A02:01. The binding affinity (normalized) is 0.247. (3) The peptide sequence is YERGNIIIF. The MHC is HLA-B08:03 with pseudo-sequence HLA-B08:03. The binding affinity (normalized) is 0.0847. (4) The peptide sequence is TIDNIVTSLA. The MHC is HLA-A02:02 with pseudo-sequence HLA-A02:02. The binding affinity (normalized) is 0. (5) The peptide sequence is SLLNATDIAV. The MHC is HLA-B57:01 with pseudo-sequence HLA-B57:01. The binding affinity (normalized) is 0.0322. (6) The peptide sequence is GSPPTKGANF. The MHC is Mamu-A01 with pseudo-sequence Mamu-A01. The binding affinity (normalized) is 0.804. (7) The peptide sequence is LMMTATGEY. The MHC is BoLA-D18.4 with pseudo-sequence BoLA-D18.4. The binding affinity (normalized) is 0.587. (8) The peptide sequence is IAACAMLLV. The MHC is HLA-A02:01 with pseudo-sequence HLA-A02:01. The binding affinity (normalized) is 0.414. (9) The peptide sequence is DTPRYIPSTS. The MHC is Mamu-A01 with pseudo-sequence Mamu-A01. The binding affinity (normalized) is 0.389. (10) The peptide sequence is AVGVVCTGL. The MHC is HLA-A26:01 with pseudo-sequence HLA-A26:01. The binding affinity (normalized) is 0.0847.